From a dataset of Full USPTO retrosynthesis dataset with 1.9M reactions from patents (1976-2016). Predict the reactants needed to synthesize the given product. Given the product [CH:1]([O:4][C:5]1[CH:10]=[CH:9][C:8]([CH2:11][CH2:12][CH2:13][O:14][C:27]2[CH:31]=[C:30]([CH2:32][CH2:33][C:34]([OH:36])=[O:35])[N:29]([CH3:39])[N:28]=2)=[C:7]([O:15][C:16]2[CH:21]=[CH:20][C:19]([C:22]([F:25])([F:23])[F:24])=[CH:18][N:17]=2)[CH:6]=1)([CH3:3])[CH3:2], predict the reactants needed to synthesize it. The reactants are: [CH:1]([O:4][C:5]1[CH:10]=[CH:9][C:8]([CH2:11][CH2:12][CH2:13][OH:14])=[C:7]([O:15][C:16]2[CH:21]=[CH:20][C:19]([C:22]([F:25])([F:24])[F:23])=[CH:18][N:17]=2)[CH:6]=1)([CH3:3])[CH3:2].O[C:27]1[CH:31]=[C:30]([CH2:32][CH2:33][C:34]([O:36]CC)=[O:35])[N:29]([CH3:39])[N:28]=1.C(P(CCCC)CCCC)CCC.N(C(N1CCCCC1)=O)=NC(N1CCCCC1)=O.O1CCCC1CO.[OH-].[Na+].Cl.